From a dataset of Full USPTO retrosynthesis dataset with 1.9M reactions from patents (1976-2016). Predict the reactants needed to synthesize the given product. (1) Given the product [N:12]1[CH:13]=[CH:14][C:9]([CH2:8][C:7]2[CH:6]=[CH:5][C:4]([NH2:1])=[CH:16][CH:15]=2)=[CH:10][CH:11]=1, predict the reactants needed to synthesize it. The reactants are: [N+:1]([C:4]1[CH:16]=[CH:15][C:7]([CH2:8][C:9]2[CH:14]=[CH:13][N:12]=[CH:11][CH:10]=2)=[CH:6][CH:5]=1)([O-])=O. (2) The reactants are: Cl.C(OC(=O)[NH:8][C@H:9]([C:14]([N:16]1[CH2:20][C:19]([F:22])([F:21])[C:18]([F:24])([F:23])[CH2:17]1)=[O:15])[C@H:10]([CH3:13])[CH2:11][CH3:12])(C)(C)C. Given the product [NH2:8][C@@H:9]([C@H:10]([CH3:13])[CH2:11][CH3:12])[C:14]([N:16]1[CH2:20][C:19]([F:21])([F:22])[C:18]([F:24])([F:23])[CH2:17]1)=[O:15], predict the reactants needed to synthesize it. (3) Given the product [Cl:8][C:6]1[N:5]=[C:4]([O:9][CH3:10])[N:3]=[C:2]([NH:23][CH2:22][CH:14]2[CH2:13][N:12]([CH3:11])[C:17]3[CH:18]=[CH:19][CH:20]=[CH:21][C:16]=3[O:15]2)[CH:7]=1, predict the reactants needed to synthesize it. The reactants are: Cl[C:2]1[CH:7]=[C:6]([Cl:8])[N:5]=[C:4]([O:9][CH3:10])[N:3]=1.[CH3:11][N:12]1[C:17]2[CH:18]=[CH:19][CH:20]=[CH:21][C:16]=2[O:15][CH:14]([CH2:22][NH2:23])[CH2:13]1.C([O-])(O)=O.[Na+]. (4) Given the product [Cl:3][C:13]1[NH:12][C:7](=[O:6])[N:8]([CH2:9][CH:10]([CH3:21])[CH3:11])[C:34](=[O:36])[CH:35]=1, predict the reactants needed to synthesize it. The reactants are: P(Cl)(Cl)([Cl:3])=O.[O:6]=[C:7]1[N:12]([CH2:13]CC(F)(F)F)[C:11]2SC(C(O)=O)=[CH:21][C:10]=2[C:9](=O)[N:8]1CCC1C=CC=CC=1.[CH2:34]([OH:36])[CH3:35].